This data is from Catalyst prediction with 721,799 reactions and 888 catalyst types from USPTO. The task is: Predict which catalyst facilitates the given reaction. Reactant: [CH3:1][O:2][C:3]1[CH:8]=[CH:7][C:6]([NH:9][C:10]2[C:11](=[O:22])[NH:12][C:13](=[O:21])[C:14]=2[C:15]2[CH:20]=[CH:19][CH:18]=[CH:17][CH:16]=2)=[CH:5][CH:4]=1.[O:23]1[CH:27]=[CH:26][C:25]([CH2:28]O)=[CH:24]1.N(C(OCC)=O)=NC(OCC)=O.C1(P(C2C=CC=CC=2)C2C=CC=CC=2)C=CC=CC=1. Product: [O:23]1[CH:27]=[CH:26][C:25]([CH2:28][N:12]2[C:13](=[O:21])[C:14]([C:15]3[CH:20]=[CH:19][CH:18]=[CH:17][CH:16]=3)=[C:10]([NH:9][C:6]3[CH:5]=[CH:4][C:3]([O:2][CH3:1])=[CH:8][CH:7]=3)[C:11]2=[O:22])=[CH:24]1. The catalyst class is: 1.